This data is from hERG Central: cardiac toxicity at 1µM, 10µM, and general inhibition. The task is: Predict hERG channel inhibition at various concentrations. (1) The drug is CCN(c1ccccc1)S(=O)(=O)c1ccc(OC)c(NC(=O)Cn2cnc3c2c(=O)n(C)c(=O)n3C)c1. Results: hERG_inhib (hERG inhibition (general)): blocker. (2) The molecule is COc1cc(NC(=O)c2ccnnc2)cc(C(=O)Nc2cccc(C(F)(F)F)c2)c1. Results: hERG_inhib (hERG inhibition (general)): blocker. (3) The compound is COc1ccc(N2CCN(C(=O)C3(S(=O)(=O)c4ccc(C)cc4)CC3)CC2)cc1. Results: hERG_inhib (hERG inhibition (general)): blocker.